Task: Predict which catalyst facilitates the given reaction.. Dataset: Catalyst prediction with 721,799 reactions and 888 catalyst types from USPTO Reactant: [OH:1][C:2]1[CH:11]=[CH:10][C:5]([C:6]([O:8][CH3:9])=[O:7])=[CH:4][CH:3]=1.Br[CH2:13][CH2:14][CH2:15][C:16]([F:19])([F:18])[F:17].C(=O)([O-])[O-].[K+].[K+]. Product: [F:17][C:16]([F:19])([F:18])[CH2:15][CH2:14][CH2:13][O:1][C:2]1[CH:3]=[CH:4][C:5]([C:6]([O:8][CH3:9])=[O:7])=[CH:10][CH:11]=1. The catalyst class is: 21.